Dataset: Forward reaction prediction with 1.9M reactions from USPTO patents (1976-2016). Task: Predict the product of the given reaction. (1) The product is: [C:9]1(/[C:2](/[C:36]2[CH:37]=[CH:38][C:33]([C:32]([F:43])([F:42])[F:31])=[CH:34][CH:35]=2)=[CH:3]/[C:4]([O:6][CH2:7][CH3:8])=[O:5])[CH:14]=[CH:13][CH:12]=[CH:11][CH:10]=1. Given the reactants I/[C:2](/[C:9]1[CH:14]=[CH:13][CH:12]=[CH:11][CH:10]=1)=[CH:3]\[C:4]([O:6][CH2:7][CH3:8])=[O:5].O1C=CC=C1P(C1OC=CC=1)C1OC=CC=1.[F:31][C:32]([F:43])([F:42])[C:33]1[CH:38]=[CH:37][C:36](B(O)O)=[CH:35][CH:34]=1.C(=O)([O-])[O-].[Na+].[Na+], predict the reaction product. (2) Given the reactants [C:1]([C:4]1[C:12]2[C:7](=[CH:8][CH:9]=[C:10]([N:13]3[CH2:18][CH2:17][N:16]([S:19]([CH3:22])(=[O:21])=[O:20])[CH2:15][CH2:14]3)[CH:11]=2)[N:6]([CH2:23][C:24]([O:26]C(C)(C)C)=[O:25])[CH:5]=1)(=[O:3])[CH3:2].C(O)(C(F)(F)F)=O, predict the reaction product. The product is: [C:1]([C:4]1[C:12]2[C:7](=[CH:8][CH:9]=[C:10]([N:13]3[CH2:18][CH2:17][N:16]([S:19]([CH3:22])(=[O:21])=[O:20])[CH2:15][CH2:14]3)[CH:11]=2)[N:6]([CH2:23][C:24]([OH:26])=[O:25])[CH:5]=1)(=[O:3])[CH3:2]. (3) Given the reactants [Br:1][C:2]1[CH:3]=[C:4]([C:14]([NH:16][CH2:17][C:18]2[C:19](=[O:26])[NH:20][C:21]([CH3:25])=[CH:22][C:23]=2[CH3:24])=[O:15])[C:5]2[CH:10]=[N:9][N:8]([CH:11]([CH3:13])[CH3:12])[C:6]=2[N:7]=1.[CH3:27]S(C)=O.C1CN([P+](ON2N=NC3C=CC=CC2=3)(N2CCCC2)N2CCCC2)CC1.F[P-](F)(F)(F)(F)F.NCC1C(=O)NC(C)=CC=1CC, predict the reaction product. The product is: [Br:1][C:2]1[CH:3]=[C:4]([C:14]([NH:16][CH2:17][C:18]2[C:19](=[O:26])[NH:20][C:21]([CH3:25])=[CH:22][C:23]=2[CH2:24][CH3:27])=[O:15])[C:5]2[CH:10]=[N:9][N:8]([CH:11]([CH3:13])[CH3:12])[C:6]=2[N:7]=1. (4) Given the reactants [Br:1][C:2]1[C:28]2[C:6](=[N:7][N:8]3[C:13]([CH:14]4[CH2:19][CH2:18][N:17](C(OC(C)(C)C)=O)[CH2:16][CH2:15]4)=[CH:12][C:11](=[O:27])[NH:10][C:9]3=2)[CH:5]=[N:4][CH:3]=1.[ClH:29], predict the reaction product. The product is: [ClH:29].[Br:1][C:2]1[C:28]2[C:6](=[N:7][N:8]3[C:13]([CH:14]4[CH2:15][CH2:16][NH:17][CH2:18][CH2:19]4)=[CH:12][C:11](=[O:27])[NH:10][C:9]3=2)[CH:5]=[N:4][CH:3]=1. (5) Given the reactants [O:1]=[C:2]1[CH:7]=[C:6]([CH:8]2[CH2:13][CH2:12][N:11](C(OC(C)(C)C)=O)[CH2:10][CH2:9]2)[N:5]2[N:21]=[C:22]3[N:27]=[CH:26][CH:25]=[N:24][C:23]3=[C:4]2[NH:3]1.[ClH:28], predict the reaction product. The product is: [ClH:28].[NH:11]1[CH2:10][CH2:9][CH:8]([C:6]2[N:5]3[N:21]=[C:22]4[N:27]=[CH:26][CH:25]=[N:24][C:23]4=[C:4]3[NH:3][C:2](=[O:1])[CH:7]=2)[CH2:13][CH2:12]1.